Dataset: Catalyst prediction with 721,799 reactions and 888 catalyst types from USPTO. Task: Predict which catalyst facilitates the given reaction. (1) Reactant: [CH3:1][C:2]1[CH:16]=[CH:15][C:5]([CH:6](O)[C:7]2[CH:12]=[CH:11][CH:10]=[CH:9][C:8]=2[OH:13])=[CH:4][CH:3]=1.C(O)(C(F)(F)F)=O. Product: [CH3:1][C:2]1[CH:3]=[CH:4][C:5]([CH2:6][C:7]2[CH:12]=[CH:11][CH:10]=[CH:9][C:8]=2[OH:13])=[CH:15][CH:16]=1. The catalyst class is: 19. (2) Reactant: [Br:1][C:2]1[CH:8]=[C:7]([N+:9]([O-:11])=[O:10])[CH:6]=[CH:5][C:3]=1N.N([O-])=O.[Na+].N(O)=O.C([O-])(O)=O.[Na+].[C:24]([Cu])#[N:25].[C-]#N.[Na+]. Product: [Br:1][C:2]1[CH:8]=[C:7]([N+:9]([O-:11])=[O:10])[CH:6]=[CH:5][C:3]=1[C:24]#[N:25]. The catalyst class is: 561. (3) Reactant: [F:1][C:2]1[N:10]=[C:9]2[C:5]([N:6]=[CH:7][N:8]2C2CCCCO2)=[C:4]([NH:17][CH:18]([C:20]2[N:21]([C:32]3[CH:37]=[CH:36][CH:35]=[CH:34][CH:33]=3)[C:22](=[O:31])[C:23]3[C:28]([CH:29]=2)=[CH:27][CH:26]=[CH:25][C:24]=3[CH3:30])[CH3:19])[N:3]=1.C([O-])(O)=O.[Na+].[F:43][C:44]1[N:52]=[C:51]2[C:47]([N:48]=[CH:49][NH:50]2)=[C:46]([NH:53][CH:54]([C:56]2[N:57]([C:68]3[CH:73]=[CH:72][CH:71]=[CH:70][CH:69]=3)[C:58](=[O:67])[C:59]3[C:64]([CH:65]=2)=[CH:63][CH:62]=[CH:61][C:60]=3[CH3:66])[CH3:55])[N:45]=1. Product: [F:1][C:2]1[N:10]=[C:9]2[C:5]([N:6]=[CH:7][NH:8]2)=[C:4]([NH:17][C@H:18]([C:20]2[N:21]([C:32]3[CH:37]=[CH:36][CH:35]=[CH:34][CH:33]=3)[C:22](=[O:31])[C:23]3[C:28]([CH:29]=2)=[CH:27][CH:26]=[CH:25][C:24]=3[CH3:30])[CH3:19])[N:3]=1.[F:43][C:44]1[N:52]=[C:51]2[C:47]([N:48]=[CH:49][NH:50]2)=[C:46]([NH:53][CH:54]([C:56]2[N:57]([C:68]3[CH:73]=[CH:72][CH:71]=[CH:70][CH:69]=3)[C:58](=[O:67])[C:59]3[C:64]([CH:65]=2)=[CH:63][CH:62]=[CH:61][C:60]=3[CH3:66])[CH3:55])[N:45]=1. The catalyst class is: 422. (4) Reactant: [CH:1]1([N:7]2[CH2:11][C@@H:10]([C:12]3[CH:17]=[CH:16][CH:15]=[CH:14][CH:13]=3)[N:9]([CH:18]3[CH2:23][CH2:22][N:21]([CH2:24][C:25]4[CH:40]=[CH:39][C:28]([C:29]([NH:31][CH:32]5[CH2:37][CH2:36][C:35](=O)[CH2:34][CH2:33]5)=[O:30])=[CH:27][CH:26]=4)[CH2:20][CH2:19]3)[C:8]2=[O:41])[CH2:6][CH2:5][CH2:4][CH2:3][CH2:2]1.Cl.[NH2:43][OH:44].C([O-])(=O)C.[Na+]. Product: [CH:1]1([N:7]2[CH2:11][C@@H:10]([C:12]3[CH:13]=[CH:14][CH:15]=[CH:16][CH:17]=3)[N:9]([CH:18]3[CH2:19][CH2:20][N:21]([CH2:24][C:25]4[CH:40]=[CH:39][C:28]([C:29]([NH:31][CH:32]5[CH2:33][CH2:34][C:35](=[N:43][OH:44])[CH2:36][CH2:37]5)=[O:30])=[CH:27][CH:26]=4)[CH2:22][CH2:23]3)[C:8]2=[O:41])[CH2:2][CH2:3][CH2:4][CH2:5][CH2:6]1. The catalyst class is: 5.